From a dataset of Reaction yield outcomes from USPTO patents with 853,638 reactions. Predict the reaction yield, written as a fraction of the theoretical maximum amount of product (1.0 means a 100% yield; for example, 0.34 means a 34% yield). (1) The reactants are [C:1]([CH:4]1[CH2:9][CH2:8][N:7]([C:10]([O:12][C:13]([CH3:16])([CH3:15])[CH3:14])=[O:11])[CH2:6][CH2:5]1)(=O)[CH3:2].C([O-])(=O)C.[NH4+].C([BH3-])#[N:23].[Na+]. The catalyst is CO.[OH-].[Na+]. The product is [NH2:23][CH:1]([CH:4]1[CH2:9][CH2:8][N:7]([C:10]([O:12][C:13]([CH3:16])([CH3:15])[CH3:14])=[O:11])[CH2:6][CH2:5]1)[CH3:2]. The yield is 0.900. (2) The reactants are [F:1][C:2]1[CH:7]=[CH:6][C:5]([CH:8](C(OC)=O)[C:9]([O:11]C)=[O:10])=[C:4]([N+:17]([O-:19])=[O:18])[CH:3]=1.C(OCC)(=O)C.CCCCCC. The catalyst is Cl. The product is [F:1][C:2]1[CH:7]=[CH:6][C:5]([CH2:8][C:9]([OH:11])=[O:10])=[C:4]([N+:17]([O-:19])=[O:18])[CH:3]=1. The yield is 0.870. (3) The reactants are O.[NH2:2][NH2:3].[CH2:4]([O:6][C:7](=[O:21])[C:8](=O)[CH2:9][C:10](=O)[CH2:11][CH2:12][C:13]1[CH:18]=[CH:17][CH:16]=[CH:15][CH:14]=1)[CH3:5]. The catalyst is CCO. The product is [CH2:4]([O:6][C:7]([C:8]1[CH:9]=[C:10]([CH2:11][CH2:12][C:13]2[CH:18]=[CH:17][CH:16]=[CH:15][CH:14]=2)[NH:3][N:2]=1)=[O:21])[CH3:5]. The yield is 0.544.